This data is from Forward reaction prediction with 1.9M reactions from USPTO patents (1976-2016). The task is: Predict the product of the given reaction. (1) Given the reactants [H-].[Na+].[C:3]([O:13][C:14]([CH3:17])([CH3:16])[CH3:15])(=[O:12])[CH2:4][C:5]([O:7][C:8]([CH3:11])([CH3:10])[CH3:9])=[O:6].Br[CH2:19][CH2:20][CH2:21][CH2:22][CH2:23][C:24]([O:26][CH2:27][CH3:28])=[O:25], predict the reaction product. The product is: [CH2:27]([O:26][C:24](=[O:25])[CH2:23][CH2:22][CH2:21][CH2:20][CH2:19][CH:4]([C:5]([O:7][C:8]([CH3:9])([CH3:10])[CH3:11])=[O:6])[C:3]([O:13][C:14]([CH3:17])([CH3:16])[CH3:15])=[O:12])[CH3:28]. (2) Given the reactants Br[C:2]1[CH:7]=[CH:6][C:5]([C:8]2[O:12][N:11]=[C:10]([CH3:13])[C:9]=2[NH:14][CH:15]([CH3:28])[CH2:16][CH2:17][C:18]2[CH:23]=[CH:22][CH:21]=[C:20]([C:24]([F:27])([F:26])[F:25])[CH:19]=2)=[CH:4][CH:3]=1.[CH2:29]([O:31][C:32](=[O:52])[CH2:33][C:34]1([C:37]2[CH:42]=[CH:41][C:40](B3OC(C)(C)C(C)(C)O3)=[CH:39][CH:38]=2)[CH2:36][CH2:35]1)[CH3:30], predict the reaction product. The product is: [CH2:29]([O:31][C:32](=[O:52])[CH2:33][C:34]1([C:37]2[CH:42]=[CH:41][C:40]([C:2]3[CH:3]=[CH:4][C:5]([C:8]4[O:12][N:11]=[C:10]([CH3:13])[C:9]=4[NH:14][CH:15]([CH3:28])[CH2:16][CH2:17][C:18]4[CH:23]=[CH:22][CH:21]=[C:20]([C:24]([F:27])([F:25])[F:26])[CH:19]=4)=[CH:6][CH:7]=3)=[CH:39][CH:38]=2)[CH2:36][CH2:35]1)[CH3:30]. (3) Given the reactants [F:1][C:2]1[CH:7]=[CH:6][C:5]([F:8])=[CH:4][C:3]=1[C@H:9]1[CH2:13][CH2:12][CH2:11][N:10]1C(OC(C)(C)C)=O.Cl.CCOCC, predict the reaction product. The product is: [F:1][C:2]1[CH:7]=[CH:6][C:5]([F:8])=[CH:4][C:3]=1[C@H:9]1[CH2:13][CH2:12][CH2:11][NH:10]1.